Dataset: Reaction yield outcomes from USPTO patents with 853,638 reactions. Task: Predict the reaction yield, written as a fraction of the theoretical maximum amount of product (1.0 means a 100% yield; for example, 0.34 means a 34% yield). (1) The catalyst is C1COCC1.CC(N(C)C)=O.CN(C)C=O. The reactants are [O:1]1[CH:5]=[CH:4][C:3]([C:6]2[CH:7]=[C:8]([CH:12]=[CH:13][CH:14]=2)[C:9]([OH:11])=O)=[CH:2]1.C(Cl)(=O)C(Cl)=O.[NH2:21][C:22]1[CH:31]=[CH:30][C:29]([Cl:32])=[CH:28][C:23]=1[C:24]([O:26][CH3:27])=[O:25].C(=O)([O-])O.[Na+]. The product is [Cl:32][C:29]1[CH:30]=[CH:31][C:22]([NH:21][C:9]([C:8]2[CH:12]=[CH:13][CH:14]=[C:6]([C:3]3[CH:4]=[CH:5][O:1][CH:2]=3)[CH:7]=2)=[O:11])=[C:23]([CH:28]=1)[C:24]([O:26][CH3:27])=[O:25]. The yield is 0.670. (2) The catalyst is C(=O)([O-])[O-].[Na+].[Na+].C(#N)C.C(Cl)Cl.CO. The yield is 0.230. The reactants are Cl[C:2]1[N:10]=[CH:9][C:8]2[NH:7][C:6]3[N:11]=[CH:12][C:13]([C:15]4[CH:20]=[CH:19][C:18]([CH2:21][N:22]5[CH2:27][CH2:26][CH2:25][CH2:24][CH2:23]5)=[CH:17][CH:16]=4)=[CH:14][C:5]=3[C:4]=2[CH:3]=1.[N:28]1[CH:33]=[C:32](B(O)O)[CH:31]=[N:30][CH:29]=1. The product is [N:28]1[CH:33]=[C:32]([C:2]2[N:10]=[CH:9][C:8]3[NH:7][C:6]4[N:11]=[CH:12][C:13]([C:15]5[CH:16]=[CH:17][C:18]([CH2:21][N:22]6[CH2:23][CH2:24][CH2:25][CH2:26][CH2:27]6)=[CH:19][CH:20]=5)=[CH:14][C:5]=4[C:4]=3[CH:3]=2)[CH:31]=[N:30][CH:29]=1.